Dataset: Reaction yield outcomes from USPTO patents with 853,638 reactions. Task: Predict the reaction yield, written as a fraction of the theoretical maximum amount of product (1.0 means a 100% yield; for example, 0.34 means a 34% yield). (1) The reactants are [N+:1]([C:4]1[CH:5]=[C:6]([C:14]2[CH:19]=[CH:18][C:17]([NH:20][S:21]([NH2:24])(=[O:23])=[O:22])=[CH:16][CH:15]=2)[CH:7]=[CH:8][C:9]=1[C:10]([F:13])([F:12])[F:11])([O-])=O. The catalyst is C(O)(=O)C.[Zn]. The product is [NH2:1][C:4]1[CH:5]=[C:6]([C:14]2[CH:15]=[CH:16][C:17]([NH:20][S:21]([NH2:24])(=[O:23])=[O:22])=[CH:18][CH:19]=2)[CH:7]=[CH:8][C:9]=1[C:10]([F:12])([F:11])[F:13]. The yield is 0.850. (2) The reactants are [NH:1]1[C:5]2=[N:6][CH:7]=[CH:8][CH:9]=[C:4]2[C:3]([C:10]([NH:12][NH2:13])=[O:11])=[CH:2]1.[C:14]1([N:20]=[C:21]=[S:22])[CH:19]=[CH:18][CH:17]=[CH:16][CH:15]=1. The catalyst is ClC(Cl)C. The product is [NH:1]1[C:5]2=[N:6][CH:7]=[CH:8][CH:9]=[C:4]2[C:3]([C:10]([NH:12][NH:13][C:21]([NH:20][C:14]2[CH:19]=[CH:18][CH:17]=[CH:16][CH:15]=2)=[S:22])=[O:11])=[CH:2]1. The yield is 0.986. (3) The reactants are Cl.C(N(C1C=CC=CC=1)S(C1C=NC(N2C(=O)C(CC3C=NC=CC=3)=C(C)N2)=CC=1)(=O)=O)C.[CH3:34][O:35][CH2:36][C:37]1[CH:38]=[C:39]([CH2:43]O)[CH:40]=[CH:41][CH:42]=1.P(Br)(Br)[Br:46].CO. The catalyst is CCOCC. The product is [Br:46][CH2:43][C:39]1[CH:40]=[CH:41][CH:42]=[C:37]([CH2:36][O:35][CH3:34])[CH:38]=1. The yield is 0.390. (4) The reactants are [CH2:1]([N:5]1[N:6]([CH3:28])[C:7]([C:24]([CH3:27])([CH3:26])[CH3:25])=[CH:8]/[C:9]/1=[N:10]\[C:11](=[O:23])[C:12]1[CH:17]=[C:16]([C:18]([F:21])([F:20])[F:19])[CH:15]=[CH:14][C:13]=1F)[CH2:2][CH2:3][CH3:4].Cl.[CH:30]([NH:33][OH:34])([CH3:32])[CH3:31].CC(C)([O-])C.[K+].CCOC(C)=O. The catalyst is C1COCC1.CCN(CC)CC.CO. The product is [CH2:1]([N:5]1[N:6]([CH3:28])[C:7]([C:24]([CH3:27])([CH3:26])[CH3:25])=[CH:8]/[C:9]/1=[N:10]\[C:11](=[O:23])[C:12]1[CH:17]=[C:16]([C:18]([F:20])([F:21])[F:19])[CH:15]=[CH:14][C:13]=1[O:34][NH:33][CH:30]([CH3:32])[CH3:31])[CH2:2][CH2:3][CH3:4]. The yield is 0.190. (5) The reactants are C1C=CC2N(O)N=NC=2C=1.CCN(C(C)C)C(C)C.[Cl:20][C:21]1[CH:29]=[CH:28][C:27]([Cl:30])=[CH:26][C:22]=1[C:23]([OH:25])=O.CCN=C=NCCCN(C)C.Cl.[C:43]([O:47][C:48]([N:50]1[CH2:55][CH2:54][NH:53][CH2:52][CH2:51]1)=[O:49])([CH3:46])([CH3:45])[CH3:44]. The catalyst is CN(C=O)C.O. The product is [C:43]([O:47][C:48]([N:50]1[CH2:55][CH2:54][N:53]([C:23](=[O:25])[C:22]2[CH:26]=[C:27]([Cl:30])[CH:28]=[CH:29][C:21]=2[Cl:20])[CH2:52][CH2:51]1)=[O:49])([CH3:46])([CH3:44])[CH3:45]. The yield is 0.840. (6) The reactants are Br[C:2]1[CH:7]=[CH:6][C:5]([N:8]2[C:12]([CH2:13][C@@H:14]3[CH2:18][CH2:17][N:16]([C:19]([CH:21]4[CH2:23][CH2:22]4)=[O:20])[CH2:15]3)=[N:11][NH:10][C:9]2=[O:24])=[C:4]([F:25])[C:3]=1[F:26].CC1(C)C(C)(C)OB([C:35]2[CH:36]=[CH:37][C:38]3[O:42][CH:41]=[CH:40][C:39]=3[CH:43]=2)O1.C(=O)([O-])[O-].[Cs+].[Cs+]. The catalyst is C1C=CC(P(C2C=CC=CC=2)[C-]2C=CC=C2)=CC=1.C1C=CC(P(C2C=CC=CC=2)[C-]2C=CC=C2)=CC=1.Cl[Pd]Cl.[Fe+2].ClCCl. The product is [O:42]1[C:38]2[CH:37]=[CH:36][C:35]([C:2]3[CH:7]=[CH:6][C:5]([N:8]4[C:12]([CH2:13][C@@H:14]5[CH2:18][CH2:17][N:16]([C:19]([CH:21]6[CH2:23][CH2:22]6)=[O:20])[CH2:15]5)=[N:11][NH:10][C:9]4=[O:24])=[C:4]([F:25])[C:3]=3[F:26])=[CH:43][C:39]=2[CH:40]=[CH:41]1. The yield is 0.680.